Dataset: NCI-60 drug combinations with 297,098 pairs across 59 cell lines. Task: Regression. Given two drug SMILES strings and cell line genomic features, predict the synergy score measuring deviation from expected non-interaction effect. (1) Drug 1: C1CC(=O)NC(=O)C1N2CC3=C(C2=O)C=CC=C3N. Drug 2: CC1CCC2CC(C(=CC=CC=CC(CC(C(=O)C(C(C(=CC(C(=O)CC(OC(=O)C3CCCCN3C(=O)C(=O)C1(O2)O)C(C)CC4CCC(C(C4)OC)O)C)C)O)OC)C)C)C)OC. Cell line: NCI-H322M. Synergy scores: CSS=13.6, Synergy_ZIP=-4.46, Synergy_Bliss=-4.22, Synergy_Loewe=-51.8, Synergy_HSA=-1.98. (2) Drug 1: CCC(=C(C1=CC=CC=C1)C2=CC=C(C=C2)OCCN(C)C)C3=CC=CC=C3.C(C(=O)O)C(CC(=O)O)(C(=O)O)O. Drug 2: C(=O)(N)NO. Cell line: OVCAR-4. Synergy scores: CSS=1.97, Synergy_ZIP=-0.782, Synergy_Bliss=-0.410, Synergy_Loewe=-3.74, Synergy_HSA=-1.95. (3) Drug 1: CN(C)N=NC1=C(NC=N1)C(=O)N. Drug 2: C1CN(CCN1C(=O)CCBr)C(=O)CCBr. Cell line: IGROV1. Synergy scores: CSS=32.1, Synergy_ZIP=-13.7, Synergy_Bliss=-11.8, Synergy_Loewe=-8.10, Synergy_HSA=-6.88. (4) Synergy scores: CSS=12.6, Synergy_ZIP=-1.73, Synergy_Bliss=2.29, Synergy_Loewe=-0.379, Synergy_HSA=3.28. Drug 2: C1C(C(OC1N2C=NC3=C2NC=NCC3O)CO)O. Cell line: MOLT-4. Drug 1: C1CCC(C1)C(CC#N)N2C=C(C=N2)C3=C4C=CNC4=NC=N3. (5) Drug 1: CCCCCOC(=O)NC1=NC(=O)N(C=C1F)C2C(C(C(O2)C)O)O. Drug 2: CC(C)NC(=O)C1=CC=C(C=C1)CNNC.Cl. Cell line: UO-31. Synergy scores: CSS=-1.57, Synergy_ZIP=3.45, Synergy_Bliss=3.94, Synergy_Loewe=-1.94, Synergy_HSA=-1.56. (6) Drug 1: CC1C(C(CC(O1)OC2CC(CC3=C2C(=C4C(=C3O)C(=O)C5=C(C4=O)C(=CC=C5)OC)O)(C(=O)CO)O)N)O.Cl. Drug 2: C1=C(C(=O)NC(=O)N1)F. Cell line: KM12. Synergy scores: CSS=39.3, Synergy_ZIP=0.311, Synergy_Bliss=-0.579, Synergy_Loewe=-0.274, Synergy_HSA=0.469. (7) Drug 1: CC12CCC3C(C1CCC2=O)CC(=C)C4=CC(=O)C=CC34C. Drug 2: CC1OCC2C(O1)C(C(C(O2)OC3C4COC(=O)C4C(C5=CC6=C(C=C35)OCO6)C7=CC(=C(C(=C7)OC)O)OC)O)O. Cell line: SK-OV-3. Synergy scores: CSS=45.1, Synergy_ZIP=9.74, Synergy_Bliss=9.37, Synergy_Loewe=3.98, Synergy_HSA=11.3.